Dataset: Full USPTO retrosynthesis dataset with 1.9M reactions from patents (1976-2016). Task: Predict the reactants needed to synthesize the given product. (1) Given the product [CH3:19][O:20][C:21]1[CH:22]=[C:23]([CH2:29][CH2:30][O:31][C:11](=[O:12])[NH:10][C:8](=[O:9])[CH:7]([C:1]2[CH:6]=[CH:5][CH:4]=[CH:3][CH:2]=2)[C:13]2[CH:18]=[CH:17][CH:16]=[CH:15][CH:14]=2)[CH:24]=[CH:25][C:26]=1[O:27][CH3:28], predict the reactants needed to synthesize it. The reactants are: [C:1]1([CH:7]([C:13]2[CH:18]=[CH:17][CH:16]=[CH:15][CH:14]=2)[C:8]([N:10]=[C:11]=[O:12])=[O:9])[CH:6]=[CH:5][CH:4]=[CH:3][CH:2]=1.[CH3:19][O:20][C:21]1[CH:22]=[C:23]([CH2:29][CH2:30][OH:31])[CH:24]=[CH:25][C:26]=1[O:27][CH3:28]. (2) The reactants are: O.Cl.C([O:5][CH:6](OCC)[CH2:7][N:8]([CH3:10])[CH3:9])C.[S:14]([O:17][S:18]([O-:20])=[O:19])([O-:16])=[O:15].[Na+].[Na+]. Given the product [S:14]([O:17][S:18]([OH:20])=[O:19])([OH:16])=[O:15].[CH3:9][N:8]([CH2:7][CH:6]=[O:5])[CH3:10], predict the reactants needed to synthesize it. (3) Given the product [Br:1][C:2]1[CH:3]=[CH:4][C:5]([C:8]([CH3:12])([CH3:11])[CH2:9][O:10][CH3:14])=[CH:6][CH:7]=1, predict the reactants needed to synthesize it. The reactants are: [Br:1][C:2]1[CH:7]=[CH:6][C:5]([C:8]([CH3:12])([CH3:11])[CH2:9][OH:10])=[CH:4][CH:3]=1.I[CH3:14].[H-].[Na+]. (4) Given the product [OH:25][CH:23]([C:21]1[CH:20]=[CH:19][C:18]2[N:14]([C:10]3[CH:9]=[C:8]([C:7]4[C:2]([OH:33])=[N:3][CH:4]=[CH:5][CH:6]=4)[CH:13]=[CH:12][CH:11]=3)[CH:15]=[N:16][C:17]=2[CH:22]=1)[CH3:24], predict the reactants needed to synthesize it. The reactants are: Cl[C:2]1[C:7]([C:8]2[CH:9]=[C:10]([N:14]3[C:18]4[CH:19]=[CH:20][C:21]([C@H:23]([OH:25])[CH3:24])=[CH:22][C:17]=4[N:16]=[CH:15]3)[CH:11]=[CH:12][CH:13]=2)=[CH:6][CH:5]=[CH:4][N:3]=1.[Na].[Cl-].[NH4+].CN(C=[O:33])C. (5) Given the product [CH:47]1([C:46]2[C:38]([C:35]([C:33]3[NH:32][C:29]4=[N:30][CH:31]=[C:26]([C:24]#[N:25])[CH:27]=[C:28]4[N:34]=3)([OH:37])[CH3:36])=[C:39]3[C:43](=[C:44]([CH3:50])[CH:45]=2)[NH:42][CH:41]=[CH:40]3)[CH2:49][CH2:48]1, predict the reactants needed to synthesize it. The reactants are: CCCC[N+](CCCC)(CCCC)CCCC.[F-].C1COCC1.[C:24]([C:26]1[CH:27]=[C:28]2[N:34]=[C:33]([C:35]([C:38]3[C:46]([CH:47]4[CH2:49][CH2:48]4)=[CH:45][C:44]([CH3:50])=[C:43]4[C:39]=3[CH:40]=[CH:41][N:42]4C(OC(C)(C)C)=O)([OH:37])[CH3:36])[N:32](COCC[Si](C)(C)C)[C:29]2=[N:30][CH:31]=1)#[N:25].C(N)CN.C([O-])([O-])=O.[K+].[K+]. (6) Given the product [CH3:25][C@H:24]1[C:18]([S:52][C@@H:50]2[CH2:49][NH:48][C@H:47]([C:45]([N:44]([CH3:66])[CH3:43])=[O:46])[CH2:51]2)=[C:19]([C:30]([OH:32])=[O:31])[N:20]2[C@H:23]1[C@@H:22]([C@H:26]([OH:28])[CH3:27])[C:21]2=[O:29], predict the reactants needed to synthesize it. The reactants are: O(P(O[C:18]1[C@H:24]([CH3:25])[C@H:23]2[N:20]([C:21](=[O:29])[C@@H:22]2[C@H:26]([OH:28])[CH3:27])[C:19]=1[C:30]([O:32]CC1C=CC([N+]([O-])=O)=CC=1)=[O:31])(OC1C=CC=CC=1)=O)C1C=CC=CC=1.[CH3:43][N:44]([CH3:66])[C:45]([C@@H:47]1[CH2:51][C@H:50]([SH:52])[CH2:49][N:48]1C(OCC1C=CC([N+]([O-])=O)=CC=1)=O)=[O:46].C(N(C(C)C)CC)(C)C.CC(C([O-])=O)=CCCCC. (7) Given the product [CH3:11][O:12][C:13]1[C:18]2[C:19]([C:29]3[CH:34]=[CH:33][C:32]([N:35]4[CH2:40][CH2:39][O:38][CH2:37][CH2:36]4)=[CH:31][CH:30]=3)=[N:20][N:21]([CH:22]3[CH2:27][CH2:26][CH2:25][CH2:24][C:23]3=[O:28])[C:17]=2[CH:16]=[CH:15][N:14]=1, predict the reactants needed to synthesize it. The reactants are: C(Cl)(=O)C(Cl)=O.CS(C)=O.[CH3:11][O:12][C:13]1[C:18]2[C:19]([C:29]3[CH:34]=[CH:33][C:32]([N:35]4[CH2:40][CH2:39][O:38][CH2:37][CH2:36]4)=[CH:31][CH:30]=3)=[N:20][N:21]([CH:22]3[CH2:27][CH2:26][CH2:25][CH2:24][CH:23]3[OH:28])[C:17]=2[CH:16]=[CH:15][N:14]=1.C(N(CC)CC)C. (8) Given the product [CH2:15]([O:3][CH:4]([CH3:14])[CH:5]=[C:6]([CH3:13])[CH2:7][CH2:8][CH:9]=[C:10]([CH3:12])[CH3:11])[CH3:16], predict the reactants needed to synthesize it. The reactants are: [H-].[Na+].[OH:3][CH:4]([CH3:14])[CH:5]=[C:6]([CH3:13])[CH2:7][CH2:8][CH:9]=[C:10]([CH3:12])[CH3:11].[CH2:15](Br)[CH3:16]. (9) Given the product [CH3:1][O:2][CH2:3][C:4]1[N:8]=[C:7]([N:9]2[CH2:10][CH2:11][CH:12]([CH2:15][CH2:16][CH2:17][O:18][C:19]3[CH:27]=[CH:26][C:22]([C:23]([NH2:30])=[O:25])=[C:21]([CH3:28])[CH:20]=3)[CH2:13][CH2:14]2)[O:6][N:5]=1, predict the reactants needed to synthesize it. The reactants are: [CH3:1][O:2][CH2:3][C:4]1[N:8]=[C:7]([N:9]2[CH2:14][CH2:13][CH:12]([CH2:15][CH2:16][CH2:17][O:18][C:19]3[CH:27]=[CH:26][C:22]([C:23]([OH:25])=O)=[C:21]([CH3:28])[CH:20]=3)[CH2:11][CH2:10]2)[O:6][N:5]=1.[Cl-].[NH4+:30]. (10) Given the product [O:20]1[C:24]2[CH:25]=[CH:26][C:27]([CH2:29][N:30]3[CH2:35][CH2:34][CH:33]([NH:36][C:13]([C:9]4[O:10][C:11]5[C:6]([C:7](=[O:16])[CH:8]=4)=[CH:5][C:4]([F:17])=[C:3]([CH2:1][CH3:2])[CH:12]=5)=[O:15])[CH2:32][CH2:31]3)=[CH:28][C:23]=2[O:22][CH2:21]1, predict the reactants needed to synthesize it. The reactants are: [CH2:1]([C:3]1[CH:12]=[C:11]2[C:6]([C:7](=[O:16])[CH:8]=[C:9]([C:13]([OH:15])=O)[O:10]2)=[CH:5][C:4]=1[F:17])[CH3:2].Cl.Cl.[O:20]1[C:24]2[CH:25]=[CH:26][C:27]([CH2:29][N:30]3[CH2:35][CH2:34][CH:33]([NH2:36])[CH2:32][CH2:31]3)=[CH:28][C:23]=2[O:22][CH2:21]1.CCN=C=NCCCN(C)C.C1C=CC2N(O)N=NC=2C=1.CN1CCOCC1.